This data is from Catalyst prediction with 721,799 reactions and 888 catalyst types from USPTO. The task is: Predict which catalyst facilitates the given reaction. (1) The catalyst class is: 3. Reactant: C(P1(=O)OP(CCC)(=O)OP(CCC)(=O)O1)CC.CCOC(C)=O.[C:25]([O:29][C:30]([NH:32][C:33]1[C:42]2[C:37](=[CH:38][CH:39]=[CH:40][CH:41]=2)[C:36]([O:43][C:44]2[CH:49]=[CH:48][N:47]=[C:46]([NH:50][C:51]3[CH:52]=[C:53]([CH:57]=[C:58]([O:60][CH3:61])[CH:59]=3)[C:54](O)=[O:55])[N:45]=2)=[CH:35][CH:34]=1)=[O:31])([CH3:28])([CH3:27])[CH3:26].[O:62]1[CH2:67][CH2:66][N:65]([CH2:68][CH2:69][NH2:70])[CH2:64][CH2:63]1. Product: [CH3:61][O:60][C:58]1[CH:59]=[C:51]([NH:50][C:46]2[N:45]=[C:44]([O:43][C:36]3[C:37]4[C:42](=[CH:41][CH:40]=[CH:39][CH:38]=4)[C:33]([NH:32][C:30](=[O:31])[O:29][C:25]([CH3:27])([CH3:26])[CH3:28])=[CH:34][CH:35]=3)[CH:49]=[CH:48][N:47]=2)[CH:52]=[C:53]([C:54](=[O:55])[NH:70][CH2:69][CH2:68][N:65]2[CH2:66][CH2:67][O:62][CH2:63][CH2:64]2)[CH:57]=1. (2) Reactant: [NH:1]1[CH:5]([C:6]([OH:8])=[O:7])[CH2:4][CH:3]=[N:2]1.[CH:9]1([CH2:14][C@H:15]([CH2:19][N:20]([CH:29]=[O:30])[O:21][CH2:22][C:23]2[CH:28]=[CH:27][CH:26]=[CH:25][CH:24]=2)[C:16](F)=[O:17])[CH2:13][CH2:12][CH2:11][CH2:10]1.CCN(C(C)C)C(C)C.CC(O)=O. Product: [CH:9]1([CH2:14][C@H:15]([CH2:19][N:20]([CH:29]=[O:30])[O:21][CH2:22][C:23]2[CH:28]=[CH:27][CH:26]=[CH:25][CH:24]=2)[C:16]([N:1]2[C@H:5]([C:6]([OH:8])=[O:7])[CH2:4][CH:3]=[N:2]2)=[O:17])[CH2:13][CH2:12][CH2:11][CH2:10]1. The catalyst class is: 2. (3) Reactant: FC(F)(F)C(O)=O.[NH:8]1[CH2:13][CH2:12][CH:11]([NH:14][C:15]([C@H:17]2[C@H:21]([C:22]3[CH:27]=[CH:26][CH:25]=[C:24]([Cl:28])[C:23]=3[F:29])[C@:20]([C:32]3[CH:37]=[CH:36][C:35]([Cl:38])=[CH:34][C:33]=3[F:39])([C:30]#[N:31])[C@H:19]([CH2:40][C:41]([CH3:44])([CH3:43])[CH3:42])[NH:18]2)=[O:16])[CH2:10][CH2:9]1.[C:45](Cl)(=[O:52])[C:46]1[CH:51]=[CH:50][CH:49]=[CH:48][CH:47]=1.C(N(CC)CC)C. Product: [C:45]([N:8]1[CH2:9][CH2:10][CH:11]([NH:14][C:15]([CH:17]2[CH:21]([C:22]3[CH:27]=[CH:26][CH:25]=[C:24]([Cl:28])[C:23]=3[F:29])[C:20]([C:32]3[CH:37]=[CH:36][C:35]([Cl:38])=[CH:34][C:33]=3[F:39])([C:30]#[N:31])[CH:19]([CH2:40][C:41]([CH3:44])([CH3:43])[CH3:42])[NH:18]2)=[O:16])[CH2:12][CH2:13]1)(=[O:52])[C:46]1[CH:51]=[CH:50][CH:49]=[CH:48][CH:47]=1. The catalyst class is: 2. (4) Reactant: [CH:1]([C:3]1[CH:4]=[C:5]([CH:9]=[CH:10][CH:11]=1)[C:6]([OH:8])=[O:7])=[O:2].[CH:21]1(N=C=N[CH:21]2[CH2:26][CH2:25][CH2:24][CH2:23][CH2:22]2)[CH2:26][CH2:25][CH2:24][CH2:23][CH2:22]1.[C:27](OCC)(=O)C. Product: [CH:1]([C:3]1[CH:4]=[C:5]([CH:9]=[CH:10][CH:11]=1)[C:6]([O:8][CH2:27][C:21]1[CH:22]=[CH:23][CH:24]=[CH:25][CH:26]=1)=[O:7])=[O:2]. The catalyst class is: 119. (5) Reactant: Cl[C:2]1([C:12]2[S:13][C:14]([C:17]([N:19]3[CH2:23][CH2:22][CH2:21][CH2:20]3)=[O:18])=[CH:15][N:16]=2)[CH2:11][CH2:10][C:5]2([O:9][CH2:8][CH2:7][O:6]2)[CH2:4][CH2:3]1. Product: [O:9]1[C:5]2([CH2:10][CH2:11][CH:2]([C:12]3[S:13][C:14]([C:17]([N:19]4[CH2:20][CH2:21][CH2:22][CH2:23]4)=[O:18])=[CH:15][N:16]=3)[CH2:3][CH2:4]2)[O:6][CH2:7][CH2:8]1. The catalyst class is: 19. (6) Reactant: [Br:1][C:2]1[CH:3]=[C:4]([CH:8]([OH:12])[CH2:9][C:10]#[N:11])[CH:5]=[CH:6][CH:7]=1.S(C)C. Product: [NH2:11][CH2:10][CH2:9][CH:8]([C:4]1[CH:5]=[CH:6][CH:7]=[C:2]([Br:1])[CH:3]=1)[OH:12]. The catalyst class is: 1. (7) Reactant: [Cl:1][C:2]1[C:7]([N:8]2[CH2:13][CH2:12][NH:11][CH2:10][CH2:9]2)=[N:6][CH:5]=[CH:4][N:3]=1.[Cl:14]N1C(=O)CCC1=O. Product: [Cl:1][C:2]1[C:7]([N:8]2[CH2:9][CH2:10][NH:11][CH2:12][CH2:13]2)=[N:6][CH:5]=[C:4]([Cl:14])[N:3]=1. The catalyst class is: 22. (8) Reactant: [CH2:1]([O:8][NH:9][C@H:10]1[CH2:15][N:14]([C:16]([O:18][CH2:19][CH2:20][Si:21]([CH3:24])([CH3:23])[CH3:22])=[O:17])[C@H:13]([C:25]([OH:27])=O)[CH2:12][CH2:11]1)[C:2]1[CH:7]=[CH:6][CH:5]=[CH:4][CH:3]=1.[NH2:28][O:29][CH2:30][CH2:31][NH:32][C:33](=[O:39])[O:34][C:35]([CH3:38])([CH3:37])[CH3:36].ON1C2C=CC=CC=2N=N1.Cl.C(N=C=NCCCN(C)C)C. Product: [C:35]([O:34][C:33]([NH:32][CH2:31][CH2:30][O:29][NH:28][C:25]([C@@H:13]1[CH2:12][CH2:11][C@@H:10]([NH:9][O:8][CH2:1][C:2]2[CH:3]=[CH:4][CH:5]=[CH:6][CH:7]=2)[CH2:15][N:14]1[C:16]([O:18][CH2:19][CH2:20][Si:21]([CH3:24])([CH3:22])[CH3:23])=[O:17])=[O:27])=[O:39])([CH3:38])([CH3:36])[CH3:37]. The catalyst class is: 35. (9) Reactant: [F:1][C:2]1([F:42])[C@@H:7]([O:8][C:9]2[CH:16]=[CH:15][C:14]([C:17]3[N:22]=[C:21]([NH:23][C:24]4[CH:29]=[CH:28][C:27]([N:30]5[CH2:35][CH2:34][N:33]([CH:36]6[CH2:39][O:38][CH2:37]6)[CH2:32][CH2:31]5)=[C:26]([O:40][CH3:41])[CH:25]=4)[N:20]=[CH:19][N:18]=3)=[CH:13][C:10]=2[C:11]#[N:12])[CH2:6][CH2:5][NH:4][CH2:3]1.C(N(C(C)C)CC)(C)C.[OH:52][C@@H:53]([CH2:57][OH:58])[C:54](O)=[O:55].F[P-](F)(F)(F)(F)F.CN(C(N(C)C)=[N+]1C2C(=NC=CC=2)[N+]([O-])=N1)C.CN(C(ON1N=NC2C=CC=NC1=2)=[N+](C)C)C.F[P-](F)(F)(F)(F)F. Product: [OH:52][C@@H:53]([CH2:57][OH:58])[C:54]([N:4]1[CH2:5][CH2:6][C@H:7]([O:8][C:9]2[CH:16]=[CH:15][C:14]([C:17]3[N:22]=[C:21]([NH:23][C:24]4[CH:29]=[CH:28][C:27]([N:30]5[CH2:35][CH2:34][N:33]([CH:36]6[CH2:39][O:38][CH2:37]6)[CH2:32][CH2:31]5)=[C:26]([O:40][CH3:41])[CH:25]=4)[N:20]=[CH:19][N:18]=3)=[CH:13][C:10]=2[C:11]#[N:12])[C:2]([F:1])([F:42])[CH2:3]1)=[O:55]. The catalyst class is: 9. (10) Reactant: [NH2:1][C:2](=[N:12][OH:13])[CH2:3][P:4](=[O:11])([O:8][CH2:9][CH3:10])[O:5][CH2:6][CH3:7].CCN(C(C)C)C(C)C.[C:23](Cl)(=O)[C:24]1[CH:29]=[CH:28][N:27]=[CH:26][CH:25]=1.Cl.O.[F-].C([N+](CCCC)(CCCC)CCCC)CCC. Product: [N:27]1[CH:28]=[CH:29][C:24]([C:23]2[O:13][N:12]=[C:2]([CH2:3][P:4](=[O:11])([O:8][CH2:9][CH3:10])[O:5][CH2:6][CH3:7])[N:1]=2)=[CH:25][CH:26]=1. The catalyst class is: 23.